Dataset: Full USPTO retrosynthesis dataset with 1.9M reactions from patents (1976-2016). Task: Predict the reactants needed to synthesize the given product. (1) Given the product [CH3:1][C:2]([CH3:18])([CH3:17])[CH2:3][O:4][CH2:5][CH2:6][CH2:7][CH2:8][OH:9], predict the reactants needed to synthesize it. The reactants are: [CH3:1][C:2]([CH3:18])([CH3:17])[CH2:3][O:4][CH2:5][CH2:6][CH2:7][CH2:8][O:9]CC1C=CC=CC=1. (2) Given the product [CH3:30][O:29][C:24]1[CH:25]=[CH:26][CH:27]=[CH:28][C:23]=1[C:20]1[CH:21]=[C:22]2[C:17](=[CH:18][CH:19]=1)[NH:16][C:15]([CH3:32])([CH3:31])[CH:14]=[C:13]2[CH2:12][NH:38][C:39]1[CH:44]=[CH:43][CH:42]=[CH:41][CH:40]=1, predict the reactants needed to synthesize it. The reactants are: C(C1C=CC(S[CH2:12][C:13]2[C:22]3[C:17](=[CH:18][CH:19]=[C:20]([C:23]4[CH:28]=[CH:27][CH:26]=[CH:25][C:24]=4[O:29][CH3:30])[CH:21]=3)[NH:16][C:15]([CH3:32])([CH3:31])[CH:14]=2)=CC=1)(C)(C)C.BrCC1[C:44]2[C:39](=[CH:40][CH:41]=[C:42](C3C=CC=CC=3OC)[CH:43]=2)[NH:38]C(C)(C)C=1.C(=O)([O-])[O-].[K+].[K+].C(C1C=CC(C2C=CC=CC=2S)=CC=1)(C)(C)C. (3) Given the product [CH:1](/[C:7]1[CH:8]=[C:9]([CH:12]=[CH:13][CH:14]=1)[CH:10]=[O:26])=[CH:2]/[CH2:3][CH2:4][CH2:5][CH3:6], predict the reactants needed to synthesize it. The reactants are: [CH:1](/[C:7]1[CH:8]=[C:9]([CH:12]=[CH:13][CH:14]=1)[C:10]#N)=[CH:2]/[CH2:3][CH2:4][CH2:5][CH3:6].C(/C1C=CC(C=[O:26])=CC=1)=C/CCCC. (4) Given the product [F:1][C:2]1[C:3]([NH:28][CH:29]2[CH:34]3[CH2:33][CH2:32][CH:31]([CH2:36][CH2:35]3)[CH:30]2[C:37]([OH:39])=[O:38])=[N:4][C:5]([C:8]2[C:16]3[C:11](=[N:12][CH:13]=[C:14]([F:17])[CH:15]=3)[NH:10][CH:9]=2)=[CH:6][CH:7]=1, predict the reactants needed to synthesize it. The reactants are: [F:1][C:2]1[C:3]([NH:28][CH:29]2[CH:34]3[CH2:35][CH2:36][CH:31]([CH2:32][CH2:33]3)[CH:30]2[C:37]([OH:39])=[O:38])=[N:4][C:5]([C:8]2[C:16]3[C:11](=[N:12][CH:13]=[C:14]([F:17])[CH:15]=3)[N:10](S(C3C=CC(C)=CC=3)(=O)=O)[CH:9]=2)=[CH:6][CH:7]=1.O.[OH-].[Li+].Cl.[NH4+].[Cl-]. (5) The reactants are: [CH2:1]([O:8][C:9]1[CH:10]=[C:11]([CH:15]([C:27]2[C:32]([Cl:33])=[N:31][CH:30]=[CH:29][N:28]=2)[N:16]2C(=O)C3C(=CC=CC=3)C2=O)[CH:12]=[CH:13][CH:14]=1)[C:2]1[CH:7]=[CH:6][CH:5]=[CH:4][CH:3]=1.C(Cl)Cl. Given the product [ClH:33].[CH2:1]([O:8][C:9]1[CH:10]=[C:11]([CH:15]([NH2:16])[C:27]2[C:32]([Cl:33])=[N:31][CH:30]=[CH:29][N:28]=2)[CH:12]=[CH:13][CH:14]=1)[C:2]1[CH:3]=[CH:4][CH:5]=[CH:6][CH:7]=1, predict the reactants needed to synthesize it. (6) Given the product [C:1]([NH:4][C:5]1[CH:14]=[CH:13][C:8]([S:9]([NH:20][CH2:19][CH2:18][CH2:17][Br:16])(=[O:11])=[O:10])=[CH:7][CH:6]=1)(=[O:3])[CH3:2], predict the reactants needed to synthesize it. The reactants are: [C:1]([NH:4][C:5]1[CH:14]=[CH:13][C:8]([S:9](Cl)(=[O:11])=[O:10])=[CH:7][CH:6]=1)(=[O:3])[CH3:2].Br.[Br:16][CH2:17][CH2:18][CH2:19][NH2:20].C(=O)([O-])O.[Na+]. (7) Given the product [CH3:1][O:2][C:3](=[O:19])[CH:4]([O:16][CH2:17][CH3:18])[CH2:5][C:6]1[C:11]2[S:12][CH:13]=[CH:14][C:10]=2[C:9]([O:15][CH2:36][CH2:35][C:33]2[N:34]=[C:30]([C:27]3[CH:28]=[CH:29][C:24]([O:23][CH:20]([CH3:21])[CH3:22])=[CH:25][CH:26]=3)[O:31][C:32]=2[CH3:38])=[CH:8][CH:7]=1, predict the reactants needed to synthesize it. The reactants are: [CH3:1][O:2][C:3](=[O:19])[CH:4]([O:16][CH2:17][CH3:18])[CH2:5][C:6]1[C:11]2[S:12][CH:13]=[CH:14][C:10]=2[C:9]([OH:15])=[CH:8][CH:7]=1.[CH:20]([O:23][C:24]1[CH:29]=[CH:28][C:27]([C:30]2[O:31][C:32]([CH3:38])=[C:33]([CH2:35][CH2:36]O)[N:34]=2)=[CH:26][CH:25]=1)([CH3:22])[CH3:21].C1(P(C2C=CC=CC=2)C2C=CC=CC=2)C=CC=CC=1.N(C(OCC)=O)=NC(OCC)=O. (8) Given the product [CH2:11]([N:18]1[CH2:24][CH2:23][C:22]([C:35]2[CH:40]=[CH:39][C:38]([Cl:41])=[C:37]([Cl:42])[CH:36]=2)([CH2:25][O:26][C:27]2[CH:32]=[CH:31][C:30]([O:33][CH3:34])=[CH:29][CH:28]=2)[O:21][CH2:20][CH2:19]1)[C:12]1[CH:13]=[CH:14][CH:15]=[CH:16][CH:17]=1, predict the reactants needed to synthesize it. The reactants are: [H-].[Al+3].[Li+].[H-].[H-].[H-].[Cl-].[Al+3].[Cl-].[Cl-].[CH2:11]([N:18]1[CH2:24][CH2:23][C:22]([C:35]2[CH:40]=[CH:39][C:38]([Cl:41])=[C:37]([Cl:42])[CH:36]=2)([CH2:25][O:26][C:27]2[CH:32]=[CH:31][C:30]([O:33][CH3:34])=[CH:29][CH:28]=2)[O:21][CH2:20][C:19]1=O)[C:12]1[CH:17]=[CH:16][CH:15]=[CH:14][CH:13]=1. (9) The reactants are: [CH:1]1([CH2:4][N:5]([CH2:15][CH2:16][CH3:17])[C:6]2[N:11]=[CH:10][N:9]=[C:8]([C:12]([OH:14])=O)[CH:7]=2)[CH2:3][CH2:2]1.[CH3:18][S:19]([C:22]1[CH:28]=[CH:27][C:25]([NH2:26])=[CH:24][CH:23]=1)(=[O:21])=[O:20]. Given the product [CH:1]1([CH2:4][N:5]([CH2:15][CH2:16][CH3:17])[C:6]2[N:11]=[CH:10][N:9]=[C:8]([C:12]([NH:26][C:25]3[CH:24]=[CH:23][C:22]([S:19]([CH3:18])(=[O:21])=[O:20])=[CH:28][CH:27]=3)=[O:14])[CH:7]=2)[CH2:2][CH2:3]1, predict the reactants needed to synthesize it.